Dataset: Reaction yield outcomes from USPTO patents with 853,638 reactions. Task: Predict the reaction yield, written as a fraction of the theoretical maximum amount of product (1.0 means a 100% yield; for example, 0.34 means a 34% yield). (1) The reactants are [NH2:1][CH2:2][CH2:3][CH2:4][OH:5].Cl[C:7]([O:9][CH2:10][C:11]1[CH:16]=[CH:15][CH:14]=[CH:13][CH:12]=1)=[O:8]. The catalyst is C(Cl)Cl. The product is [CH2:10]([O:9][C:7]([NH:1][CH2:2][CH2:3][CH2:4][OH:5])=[O:8])[C:11]1[CH:16]=[CH:15][CH:14]=[CH:13][CH:12]=1. The yield is 0.970. (2) The reactants are [C:1]([O:5][C:6]([NH:8][C@@:9]1([CH3:32])[CH2:13][CH2:12][C@@H:11]([NH:14][C:15]2[C:16]3[N:17]([CH:24]=[C:25]([C:27]([OH:29])=O)[CH:26]=3)[N:18]=[CH:19][C:20]=2[C:21](=[O:23])[NH2:22])[C:10]1([CH3:31])[CH3:30])=[O:7])([CH3:4])([CH3:3])[CH3:2].F[P-](F)(F)(F)(F)F.[N:40]1(O[P+](N(C)C)(N(C)C)N(C)C)C2C=CC=CC=2N=[N:41]1.NN.CCOC(C)=O. The catalyst is CN(C=O)C. The product is [C:21]([C:20]1[CH:19]=[N:18][N:17]2[CH:24]=[C:25]([C:27]([NH:40][NH2:41])=[O:29])[CH:26]=[C:16]2[C:15]=1[NH:14][C@@H:11]1[CH2:12][CH2:13][C@@:9]([NH:8][C:6](=[O:7])[O:5][C:1]([CH3:3])([CH3:4])[CH3:2])([CH3:32])[C:10]1([CH3:31])[CH3:30])(=[O:23])[NH2:22]. The yield is 0.990.